From a dataset of Peptide-MHC class II binding affinity with 134,281 pairs from IEDB. Regression. Given a peptide amino acid sequence and an MHC pseudo amino acid sequence, predict their binding affinity value. This is MHC class II binding data. The peptide sequence is GIHTVFGSAFQGLFG. The MHC is DRB1_0101 with pseudo-sequence DRB1_0101. The binding affinity (normalized) is 0.225.